From a dataset of Forward reaction prediction with 1.9M reactions from USPTO patents (1976-2016). Predict the product of the given reaction. (1) Given the reactants C([O:3][C:4](=[O:32])[CH2:5][S:6][C:7]1[S:11][C:10]([NH:12][C:13]([N:15]([C:22]2[CH:27]=[CH:26][CH:25]=[C:24]([NH:28][C:29](=[O:31])[CH3:30])[CH:23]=2)[CH2:16][CH:17]2[CH2:21][CH2:20][CH2:19]C2)=[O:14])=[N:9][CH:8]=1)C.[CH:33]1(CN(C2C=CC(F)=C(F)C=2)C(=O)NC2SC=C(CC(O)=O)N=2)CCCC1.NC1C=C(NC(=O)C)C=CC=1.C1(C=O)CCCC1.C(OC(=O)CSC1SC(N)=NC=1)C, predict the reaction product. The product is: [C:29]([NH:28][C:24]1[CH:23]=[C:22]([N:15]([CH:16]2[CH2:19][CH2:20][CH2:21][CH2:17]2)[C:13](=[O:14])[N:12]([CH3:33])[C:10]2[S:11][C:7]([S:6][CH2:5][C:4]([OH:3])=[O:32])=[CH:8][N:9]=2)[CH:27]=[CH:26][CH:25]=1)(=[O:31])[CH3:30]. (2) The product is: [CH3:21][C:11]1[CH:16]=[CH:15][C:14]([S:17]([O:8][CH2:7][CH:4]2[CH2:5][CH2:6][O:1][CH2:2][CH2:3]2)(=[O:19])=[O:18])=[CH:13][CH:12]=1. Given the reactants [O:1]1[CH2:6][CH2:5][CH:4]([CH2:7][OH:8])[CH2:3][CH2:2]1.[OH-].[Na+].[C:11]1([CH3:21])[CH:16]=[CH:15][C:14]([S:17](Cl)(=[O:19])=[O:18])=[CH:13][CH:12]=1.Cl, predict the reaction product. (3) Given the reactants [CH3:1][C:2]1[N:7]=[C:6]([C:8]2[CH:13]=[CH:12][CH:11]=[C:10]([C:14]3[CH:15]=[C:16]([S:20](Cl)(=[O:22])=[O:21])[CH:17]=[CH:18][CH:19]=3)[N:9]=2)[CH:5]=[C:4]([C:24]2[CH:29]=[CH:28][C:27]([C:30]([F:33])([F:32])[F:31])=[CH:26][CH:25]=2)[CH:3]=1.[CH2:34]([NH2:36])[CH3:35].C(N(CC)CC)C, predict the reaction product. The product is: [CH2:34]([NH:36][S:20]([C:16]1[CH:17]=[CH:18][CH:19]=[C:14]([C:10]2[N:9]=[C:8]([C:6]3[CH:5]=[C:4]([C:24]4[CH:25]=[CH:26][C:27]([C:30]([F:31])([F:33])[F:32])=[CH:28][CH:29]=4)[CH:3]=[C:2]([CH3:1])[N:7]=3)[CH:13]=[CH:12][CH:11]=2)[CH:15]=1)(=[O:22])=[O:21])[CH3:35].